From a dataset of Full USPTO retrosynthesis dataset with 1.9M reactions from patents (1976-2016). Predict the reactants needed to synthesize the given product. (1) The reactants are: C1(P(C2C=CC=CC=2)C2C=CC=CC=2)C=CC=CC=1.[CH2:20]([O:27][C:28](=[O:43])[NH:29][C:30]1[C:39]2[CH2:38][CH:37]([N:40]=[N+]=[N-])[CH2:36][CH2:35][C:34]=2[CH:33]=[CH:32][CH:31]=1)[C:21]1[CH:26]=[CH:25][CH:24]=[CH:23][CH:22]=1.O. Given the product [CH2:20]([O:27][C:28](=[O:43])[NH:29][C:30]1[C:39]2[CH2:38][CH:37]([NH2:40])[CH2:36][CH2:35][C:34]=2[CH:33]=[CH:32][CH:31]=1)[C:21]1[CH:26]=[CH:25][CH:24]=[CH:23][CH:22]=1, predict the reactants needed to synthesize it. (2) Given the product [N:29]1([CH2:19][CH2:18][N:12]2[C:11](=[O:28])[N:10]([CH2:9][O:8][CH2:1][C:2]3[CH:3]=[CH:4][CH:5]=[CH:6][CH:7]=3)[C:15](=[O:16])[C:14]([Br:17])=[N:13]2)[CH:33]=[CH:32][CH:31]=[N:30]1, predict the reactants needed to synthesize it. The reactants are: [CH2:1]([O:8][CH2:9][N:10]1[C:15](=[O:16])[C:14]([Br:17])=[N:13][N:12]([CH2:18][C:19](F)(F)C2C=CC=CC=2)[C:11]1=[O:28])[C:2]1[CH:7]=[CH:6][CH:5]=[CH:4][CH:3]=1.[N:29]1(CCO)[CH:33]=[CH:32][CH:31]=[N:30]1. (3) Given the product [CH3:1][O:2][C:3]1([C:9]2[CH:23]=[CH:22][C:21]([C:24]([F:25])([F:27])[F:26])=[CH:20][C:10]=2[CH2:11][OH:12])[CH2:4][CH2:5][CH2:6][CH2:7][CH2:8]1, predict the reactants needed to synthesize it. The reactants are: [CH3:1][O:2][C:3]1([C:9]2[CH:23]=[CH:22][C:21]([C:24]([F:27])([F:26])[F:25])=[CH:20][C:10]=2[CH2:11][O:12][Si](C(C)(C)C)(C)C)[CH2:8][CH2:7][CH2:6][CH2:5][CH2:4]1.[F-].C([N+](CCCC)(CCCC)CCCC)CCC. (4) Given the product [CH2:2]([O:1][C:6]1[N:14]=[CH:13][CH:12]=[CH:11][C:7]=1[C:8]([OH:10])=[O:9])[CH3:3], predict the reactants needed to synthesize it. The reactants are: [O-:1][CH2:2][CH3:3].[Na+].Cl[C:6]1[N:14]=[CH:13][CH:12]=[CH:11][C:7]=1[C:8]([OH:10])=[O:9]. (5) Given the product [CH3:7][C:6]1[NH:8][C:9]2[N:10]([C:14]3[CH:19]=[CH:18][C:17]([O:20][C:21]([F:24])([F:22])[F:23])=[CH:16][C:15]=3[CH3:25])[CH2:11][CH2:12][C:13]=2[C:4](=[O:26])[CH:5]=1, predict the reactants needed to synthesize it. The reactants are: C(O[C:4](=[O:26])[CH:5]=[C:6](/[N:8]=[C:9]1/[N:10]([C:14]2[CH:19]=[CH:18][C:17]([O:20][C:21]([F:24])([F:23])[F:22])=[CH:16][C:15]=2[CH3:25])[CH2:11][CH2:12][CH2:13]/1)[CH3:7])C.CC([O-])(C)C.[K+].C1COCC1. (6) Given the product [C:1]([NH:4][C:5]1[C:14]([F:15])=[C:13]([N:40]2[CH2:41][C@H:37]([C:34]3([NH:33][C:31]([O:30][C:26]([CH3:28])([CH3:27])[CH3:29])=[O:32])[CH2:35][CH2:36]3)[C@H:38]([F:42])[CH2:39]2)[C:12]([CH3:17])=[C:11]2[C:6]=1[C:7](=[O:25])[C:8]([C:22]([OH:24])=[O:23])=[CH:9][N:10]2[C@@H:18]1[CH2:20][C@@H:19]1[F:21])(=[O:3])[CH3:2], predict the reactants needed to synthesize it. The reactants are: [C:1]([NH:4][C:5]1[C:14]([F:15])=[C:13](F)[C:12]([CH3:17])=[C:11]2[C:6]=1[C:7](=[O:25])[C:8]([C:22]([OH:24])=[O:23])=[CH:9][N:10]2[C@@H:18]1[CH2:20][C@@H:19]1[F:21])(=[O:3])[CH3:2].[C:26]([O:30][C:31]([NH:33][C:34]1([C@H:37]2[CH2:41][NH:40][CH2:39][C@H:38]2[F:42])[CH2:36][CH2:35]1)=[O:32])([CH3:29])([CH3:28])[CH3:27]. (7) Given the product [CH3:1][O:2][C:3](=[O:4])[NH:5][C@H:6]([C:7]([N:52]1[CH2:53][C@@H:54]([CH3:56])[CH2:55][C@H:51]1[C:48]1[NH:49][CH:50]=[C:46]([C:43]2[CH:44]=[CH:45][C:40]([Br:39])=[CH:41][CH:42]=2)[N:47]=1)=[O:8])[CH:10]([CH3:12])[CH3:11], predict the reactants needed to synthesize it. The reactants are: [CH3:1][O:2][C:3]([NH:5][C@@H:6]([CH:10]([CH3:12])[CH3:11])[C:7](O)=[O:8])=[O:4].CN(C(ON1N=NC2C=CC=NC1=2)=[N+](C)C)C.F[P-](F)(F)(F)(F)F.Cl.Cl.[Br:39][C:40]1[CH:45]=[CH:44][C:43]([C:46]2[N:47]=[C:48]([C@@H:51]3[CH2:55][C@H:54]([CH3:56])[CH2:53][NH:52]3)[NH:49][CH:50]=2)=[CH:42][CH:41]=1.C(N(CC)C(C)C)(C)C.